From a dataset of Catalyst prediction with 721,799 reactions and 888 catalyst types from USPTO. Predict which catalyst facilitates the given reaction. (1) Product: [C:1]([O:6][C@@H:7]([CH2:14]/[CH:15]=[CH:16]\[CH2:17][CH2:18][CH2:19][CH2:20][CH2:21][CH2:22][CH2:23][CH:24]([O:35][C:46]([O:45][CH2:43][CH2:57][CH2:56][N:55]([CH3:60])[CH3:54])=[O:52])[CH2:25][CH2:26][CH2:27][CH2:28][CH2:29][CH2:30][CH2:31][CH2:32][CH2:33][CH3:34])[CH2:8][CH2:9][CH2:10][CH2:11][CH2:12][CH3:13])(=[O:5])[CH2:2][CH2:3][CH3:4]. The catalyst class is: 11. Reactant: [C:1]([O:6][C@@H:7]([CH2:14]/[CH:15]=[CH:16]\[CH2:17][CH2:18][CH2:19][CH2:20][CH2:21][CH2:22][CH2:23][CH:24]([OH:35])[CH2:25][CH2:26][CH2:27][CH2:28][CH2:29][CH2:30][CH2:31][CH2:32][CH2:33][CH3:34])[CH2:8][CH2:9][CH2:10][CH2:11][CH2:12][CH3:13])(=[O:5])[CH2:2][CH2:3][CH3:4].N1C=CC=CC=1.Cl[C:43](Cl)([O:45][C:46](=[O:52])OC(Cl)(Cl)Cl)Cl.[CH3:54][N:55]([CH3:60])[CH2:56][CH2:57]CO. (2) Reactant: [Cl:1][C:2]1[CH:7]=[CH:6][C:5](/[CH:8]=[CH:9]/[C:10]([N:12]2[CH2:17][CH2:16][CH:15]([CH2:18][OH:19])[CH2:14][CH2:13]2)=[O:11])=[C:4]([CH2:20][N:21]2[N:25]=[N:24][C:23]([CH3:26])=[N:22]2)[CH:3]=1.C(N(CC)CC)C.[CH3:34][S:35](Cl)(=[O:37])=[O:36].C(=O)(O)[O-].[Na+]. Product: [CH3:34][S:35]([O:19][CH2:18][CH:15]1[CH2:14][CH2:13][N:12]([C:10](=[O:11])/[CH:9]=[CH:8]/[C:5]2[CH:6]=[CH:7][C:2]([Cl:1])=[CH:3][C:4]=2[CH2:20][N:21]2[N:25]=[N:24][C:23]([CH3:26])=[N:22]2)[CH2:17][CH2:16]1)(=[O:37])=[O:36]. The catalyst class is: 2. (3) Reactant: [Si:1]([O:8][C@H:9]1[CH2:14][CH2:13][C@@:12]([C@H:16]2[CH2:24][CH2:23][C@@:22]3([CH3:25])[C@@H:18]([CH2:19][CH2:20]/[C:21]/3=N\NS(C3C=CC(C)=CC=3)(=O)=O)[C@@H:17]2[CH2:38]NC(=O)OC(C)(C)C)([CH3:15])[C@@H:11]([CH2:47][O:48][Si:49]([C:52]([CH3:55])([CH3:54])[CH3:53])([CH3:51])[CH3:50])[CH2:10]1)([C:4]([CH3:7])([CH3:6])[CH3:5])([CH3:3])[CH3:2].[CH2:56]([Li])[CH2:57][CH2:58]C.[NH4+:61].[Cl-].CCO[C:66]([CH3:68])=[O:67]. Product: [Si:1]([O:8][C@H:9]1[CH2:14][CH2:13][C@@:12]([C@@H:16]2[C@@H:17]([CH2:38][NH:61][C:66](=[O:67])[CH2:68][CH2:56][CH2:57][CH3:58])[C@H:18]3[C@@:22]([CH3:25])([CH:21]=[CH:20][CH2:19]3)[CH2:23][CH2:24]2)([CH3:15])[C@@H:11]([CH2:47][O:48][Si:49]([C:52]([CH3:54])([CH3:53])[CH3:55])([CH3:51])[CH3:50])[CH2:10]1)([C:4]([CH3:7])([CH3:5])[CH3:6])([CH3:3])[CH3:2]. The catalyst class is: 1. (4) Reactant: [F:1][C:2]1[CH:25]=[CH:24][CH:23]=[CH:22][C:3]=1[CH2:4][N:5]1[CH2:10][CH2:9][N:8]([CH2:11][C:12]2[CH:13]=[N:14][CH:15]=[C:16]([CH:21]=2)[C:17]([O:19]C)=[O:18])[CH2:7][CH2:6]1.[OH-].[Li+]. Product: [F:1][C:2]1[CH:25]=[CH:24][CH:23]=[CH:22][C:3]=1[CH2:4][N:5]1[CH2:6][CH2:7][N:8]([CH2:11][C:12]2[CH:13]=[N:14][CH:15]=[C:16]([CH:21]=2)[C:17]([OH:19])=[O:18])[CH2:9][CH2:10]1. The catalyst class is: 20.